Task: Predict the reactants needed to synthesize the given product.. Dataset: Full USPTO retrosynthesis dataset with 1.9M reactions from patents (1976-2016) The reactants are: CN(C)C=O.[NH2:6][C:7]1[C:12]([N+:13]([O-:15])=[O:14])=[C:11](Cl)[C:10]([Cl:17])=[CH:9][N:8]=1.C(=O)([O-])[O-].[Cs+].[Cs+].[OH:24][C:25]1[CH:26]=[C:27]([NH:31][C:32](=[O:35])[CH:33]=[CH2:34])[CH:28]=[CH:29][CH:30]=1. Given the product [NH2:6][C:7]1[C:12]([N+:13]([O-:15])=[O:14])=[C:11]([O:24][C:25]2[CH:26]=[C:27]([NH:31][C:32](=[O:35])[CH:33]=[CH2:34])[CH:28]=[CH:29][CH:30]=2)[C:10]([Cl:17])=[CH:9][N:8]=1, predict the reactants needed to synthesize it.